From a dataset of Forward reaction prediction with 1.9M reactions from USPTO patents (1976-2016). Predict the product of the given reaction. (1) Given the reactants Cl.[Br:2][C:3]1[CH:7]=[C:6]([CH2:8][NH:9][C:10]([C:12]2([CH2:25][NH:26]C(OC(C)(C)C)=O)[CH2:17][CH2:16][N:15](C(OC(C)(C)C)=O)[CH2:14][CH2:13]2)=[O:11])[O:5][N:4]=1, predict the reaction product. The product is: [NH2:26][CH2:25][C:12]1([C:10]([NH:9][CH2:8][C:6]2[O:5][N:4]=[C:3]([Br:2])[CH:7]=2)=[O:11])[CH2:17][CH2:16][NH:15][CH2:14][CH2:13]1. (2) Given the reactants [CH2:1]1[NH:6][CH2:5][CH2:4][N:3]2[C:7](=[O:14])[C:8]3[CH:13]=[N:12][CH:11]=[CH:10][C:9]=3[CH:2]12.CCN(C(C)C)C(C)C.[Br:24][C:25]1[CH:30]=[C:29]([C:31]([F:34])([F:33])[F:32])[CH:28]=[CH:27][C:26]=1[S:35](Cl)(=[O:37])=[O:36], predict the reaction product. The product is: [Br:24][C:25]1[CH:30]=[C:29]([C:31]([F:33])([F:32])[F:34])[CH:28]=[CH:27][C:26]=1[S:35]([N:6]1[CH2:5][CH2:4][N:3]2[C:7](=[O:14])[C:8]3[CH:13]=[N:12][CH:11]=[CH:10][C:9]=3[CH:2]2[CH2:1]1)(=[O:37])=[O:36]. (3) Given the reactants [OH:1][C:2]1[C:7]([OH:8])=[CH:6][N:5]=[C:4]([C:9]([O:11][CH3:12])=[O:10])[CH:3]=1.C([O-])([O-])=O.[K+].[K+].Br[CH2:20][CH2:21]Br, predict the reaction product. The product is: [O:1]1[C:2]2[CH:3]=[C:4]([C:9]([O:11][CH3:12])=[O:10])[N:5]=[CH:6][C:7]=2[O:8][CH2:21][CH2:20]1. (4) Given the reactants [CH2:1]([O:3][C:4]1[NH:8][N:7]=[C:6]([NH:9][C:10]2[C:15]([N+:16]([O-])=O)=[CH:14][CH:13]=[C:12]([NH:19][C@H:20]([C:22]3[N:27]=[CH:26][C:25]([F:28])=[CH:24][N:23]=3)[CH3:21])[N:11]=2)[CH:5]=1)[CH3:2].[CH2:29](O)C.C(OCC)(=O)C, predict the reaction product. The product is: [CH2:1]([O:3][C:4]1[NH:8][N:7]=[C:6]([N:9]2[C:10]3=[N:11][C:12]([NH:19][C@H:20]([C:22]4[N:27]=[CH:26][C:25]([F:28])=[CH:24][N:23]=4)[CH3:21])=[CH:13][CH:14]=[C:15]3[N:16]=[CH:29]2)[CH:5]=1)[CH3:2]. (5) Given the reactants [N+:1]([C:4]1[CH:9]=[CH:8][C:7]([CH2:10][NH:11][C:12]2[CH:17]=[CH:16][CH:15]=[CH:14][N:13]=2)=[CH:6][C:5]=1[OH:18])([O-])=O.O.NN, predict the reaction product. The product is: [NH2:1][C:4]1[CH:9]=[CH:8][C:7]([CH2:10][NH:11][C:12]2[CH:17]=[CH:16][CH:15]=[CH:14][N:13]=2)=[CH:6][C:5]=1[OH:18]. (6) Given the reactants CN(C=C(C(=O)C)C(OC)=O)C.[C:13]([C:17]1[C:22]([C:23]([O:25][CH2:26]C)=[O:24])=[CH:21][N:20]=[C:19]([N:28]2[CH2:33][CH2:32][O:31][CH2:30][CH2:29]2)[N:18]=1)(C)(C)C, predict the reaction product. The product is: [CH3:13][C:17]1[C:22]([C:23]([O:25][CH3:26])=[O:24])=[CH:21][N:20]=[C:19]([N:28]2[CH2:33][CH2:32][O:31][CH2:30][CH2:29]2)[N:18]=1. (7) Given the reactants [OH-].[K+].[N+:3]([C:6]1[CH:7]=[C:8]([OH:12])[CH:9]=[CH:10][CH:11]=1)([O-:5])=[O:4].[Cl:13][C:14]1[CH:15]=[N:16][CH:17]=[C:18](Cl)[CH:19]=1, predict the reaction product. The product is: [N+:3]([C:6]1[CH:7]=[C:8]([CH:9]=[CH:10][CH:11]=1)[O:12][C:18]1[CH:19]=[C:14]([Cl:13])[CH:15]=[N:16][CH:17]=1)([O-:5])=[O:4]. (8) Given the reactants [Cl:1][C:2]1[C:11]2[CH:10]=[CH:9][CH:8]=[C:7]([S:12](Cl)(=[O:14])=[O:13])[C:6]=2[C:5]([Cl:16])=[CH:4][N:3]=1.[C:17]([O:21][C:22]([N:24]([C@H:26]1[CH2:30][CH2:29][NH:28][CH2:27]1)[CH3:25])=[O:23])([CH3:20])([CH3:19])[CH3:18].[Cl:31]C1C2C=CC=C(S(Cl)(=O)=[O:43])C=2C(Br)=CN=1.C(O[C:52]([N:54]([CH:56]1[CH2:60][CH2:59][NH:58][CH2:57]1)C)=O)(C)(C)C, predict the reaction product. The product is: [C:17]([O:21][C:22]([N:24]([C@H:26]1[CH2:30][CH2:29][N:28]([S:12]([C:7]2[C:6]3[C:5]([Cl:16])=[CH:4][N:3]=[C:2]([Cl:1])[C:11]=3[CH:10]=[CH:9][CH:8]=2)(=[O:14])=[O:13])[CH2:27]1)[CH3:25])=[O:23])([CH3:20])([CH3:18])[CH3:19].[OH:43][C:2]1[C:11]2[CH:10]=[CH:9][CH:8]=[C:7]([S:12]([N:58]3[CH2:59][CH2:60][C@H:56]([NH:54][CH3:52])[CH2:57]3)(=[O:14])=[O:13])[C:6]=2[C:5]([Cl:16])=[CH:4][N:3]=1.[ClH:31]. (9) The product is: [CH:14]1([C:12]([N:8]2[C:9]3[C:4](=[CH:3][C:2]([C:36]4[CH:41]=[CH:40][CH:39]=[CH:38][CH:37]=4)=[CH:11][CH:10]=3)[CH2:5][CH2:6][CH:7]2[CH2:20][N:21]2[CH2:26][CH2:25][N:24]([C:27]3[CH:35]=[CH:34][CH:33]=[C:32]4[C:28]=3[CH:29]=[CH:30][NH:31]4)[CH2:23][CH2:22]2)=[O:13])[CH2:15][CH2:16][CH2:17][CH2:18][CH2:19]1. Given the reactants Br[C:2]1[CH:3]=[C:4]2[C:9](=[CH:10][CH:11]=1)[N:8]([C:12]([CH:14]1[CH2:19][CH2:18][CH2:17][CH2:16][CH2:15]1)=[O:13])[CH:7]([CH2:20][N:21]1[CH2:26][CH2:25][N:24]([C:27]3[CH:35]=[CH:34][CH:33]=[C:32]4[C:28]=3[CH:29]=[CH:30][NH:31]4)[CH2:23][CH2:22]1)[CH2:6][CH2:5]2.[C:36]1(OB(O)O)[CH:41]=[CH:40][CH:39]=[CH:38][CH:37]=1.C([O-])([O-])=O.[K+].[K+], predict the reaction product.